Dataset: Cav3 T-type calcium channel HTS with 100,875 compounds. Task: Binary Classification. Given a drug SMILES string, predict its activity (active/inactive) in a high-throughput screening assay against a specified biological target. (1) The molecule is O1CCN(CCn2c(nc3c(c2=O)cccc3)c2ccc(cc2)C)CC1. The result is 0 (inactive). (2) The compound is Clc1sc(C(=O)NC(C2OCCC2)C)cc1. The result is 0 (inactive).